From a dataset of Reaction yield outcomes from USPTO patents with 853,638 reactions. Predict the reaction yield, written as a fraction of the theoretical maximum amount of product (1.0 means a 100% yield; for example, 0.34 means a 34% yield). The reactants are Br[C:2]1[C:7]([CH3:8])=[CH:6][CH:5]=[CH:4][N:3]=1.C([Li])CCC.CCCCCC.[CH3:20][C:21]1[CH:22]=[C:23]([O:26][C:27]=1[CH3:28])[CH:24]=[O:25].O. The catalyst is O1CCCC1. The product is [CH3:20][C:21]1[CH:22]=[C:23]([CH:24]([C:2]2[C:7]([CH3:8])=[CH:6][CH:5]=[CH:4][N:3]=2)[OH:25])[O:26][C:27]=1[CH3:28]. The yield is 0.610.